From a dataset of Reaction yield outcomes from USPTO patents with 853,638 reactions. Predict the reaction yield, written as a fraction of the theoretical maximum amount of product (1.0 means a 100% yield; for example, 0.34 means a 34% yield). The reactants are [NH:1]1[CH2:4][CH:3]([N:5]([CH3:13])[C:6]2[N:7]=[N:8][C:9]([Cl:12])=[CH:10][CH:11]=2)[CH2:2]1.[F:14][C:15]1[CH:23]=[CH:22][C:21]([CH:24]=[O:25])=[CH:20][C:16]=1[C:17](O)=[O:18].F[P-](F)(F)(F)(F)F.N1(OC(N(C)C)=[N+](C)C)C2C=CC=CC=2N=N1.C(N(CC)C(C)C)(C)C. No catalyst specified. The product is [Cl:12][C:9]1[N:8]=[N:7][C:6]([N:5]([CH3:13])[CH:3]2[CH2:2][N:1]([C:17]([C:16]3[CH:20]=[C:21]([CH:22]=[CH:23][C:15]=3[F:14])[CH:24]=[O:25])=[O:18])[CH2:4]2)=[CH:11][CH:10]=1. The yield is 0.510.